Predict the product of the given reaction. From a dataset of Forward reaction prediction with 1.9M reactions from USPTO patents (1976-2016). Given the reactants [Br:1][C:2]1[CH:3]=[C:4]([NH:9][S:10]([C:13]2[CH:18]=[CH:17][CH:16]=[CH:15][CH:14]=2)(=[O:12])=[O:11])[C:5]([Cl:8])=[N:6][CH:7]=1.[H-].[Na+].[CH3:21]I, predict the reaction product. The product is: [Br:1][C:2]1[CH:3]=[C:4]([N:9]([CH3:21])[S:10]([C:13]2[CH:18]=[CH:17][CH:16]=[CH:15][CH:14]=2)(=[O:11])=[O:12])[C:5]([Cl:8])=[N:6][CH:7]=1.